Dataset: Experimentally validated miRNA-target interactions with 360,000+ pairs, plus equal number of negative samples. Task: Binary Classification. Given a miRNA mature sequence and a target amino acid sequence, predict their likelihood of interaction. The miRNA is hsa-miR-524-5p with sequence CUACAAAGGGAAGCACUUUCUC. The protein sequence of the target gene is MEKLRLLGLRYQEYVTRHPAATAQLETAVRGFSYLLAGRFADSHELSELVYSASNLLVLLNDGILRKELRKKLPVSLSQQKLLTWLSVLECVEVFMEMGAAKVWGEVGRWLVIALVQLAKAVLRMLLLLWFKAGLQTSPPIVPLDRETQAQPPDGDHSPGNHEQSYVGKRSNRVVRTLQNTPSLHSRHWGAPQQREGRQQQHHEELSATPTPLGLQETIAEFLYIARPLLHLLSLGLWGQRSWKPWLLAGVVDVTSLSLLSDRKGLTRRERRELRRRTILLLYYLLRSPFYDRFSEARIL.... Result: 0 (no interaction).